Dataset: Peptide-MHC class I binding affinity with 185,985 pairs from IEDB/IMGT. Task: Regression. Given a peptide amino acid sequence and an MHC pseudo amino acid sequence, predict their binding affinity value. This is MHC class I binding data. (1) The peptide sequence is GLSNHVHQL. The binding affinity (normalized) is 0.744. The MHC is BoLA-T2C with pseudo-sequence BoLA-T2C. (2) The peptide sequence is FSVPLDEGF. The MHC is HLA-B57:03 with pseudo-sequence HLA-B57:03. The binding affinity (normalized) is 0.719. (3) The MHC is HLA-B15:17 with pseudo-sequence HLA-B15:17. The binding affinity (normalized) is 0.0847. The peptide sequence is FKYDSTKPL. (4) The peptide sequence is FPVQFFIVF. The MHC is HLA-B18:01 with pseudo-sequence HLA-B18:01. The binding affinity (normalized) is 0.0847. (5) The peptide sequence is PEFDWILGW. The MHC is HLA-B44:02 with pseudo-sequence HLA-B44:02. The binding affinity (normalized) is 0.505. (6) The peptide sequence is MPVETLFGSY. The MHC is HLA-B51:01 with pseudo-sequence HLA-B51:01. The binding affinity (normalized) is 0. (7) The MHC is HLA-A02:01 with pseudo-sequence HLA-A02:01. The peptide sequence is ILLSCIHTT. The binding affinity (normalized) is 0.936.